From a dataset of Forward reaction prediction with 1.9M reactions from USPTO patents (1976-2016). Predict the product of the given reaction. (1) The product is: [CH3:38][O:37][N:36]([CH3:35])[C:4](=[O:6])[CH:3]([O:2][CH3:1])[C:7]1[CH:12]=[CH:11][C:10]([N:13]2[CH2:18][CH2:17][O:16][CH2:15][CH2:14]2)=[CH:9][CH:8]=1. Given the reactants [CH3:1][O:2][CH:3]([C:7]1[CH:12]=[CH:11][C:10]([N:13]2[CH2:18][CH2:17][O:16][CH2:15][CH2:14]2)=[CH:9][CH:8]=1)[C:4]([OH:6])=O.CN1CCOCC1.C(OC(Cl)=O)C(C)C.Cl.[CH3:35][NH:36][O:37][CH3:38].C([O-])(O)=O.[Na+], predict the reaction product. (2) Given the reactants C(N(CC)CC)C.[CH3:8][C:9]1[N:13]([CH2:14][C:15]([N:17]2[CH2:22][CH2:21][CH:20]([C:23]3[S:24][CH:25]=[C:26]([C:28]#[C:29][Si](C)(C)C)[N:27]=3)[CH2:19][CH2:18]2)=[O:16])[N:12]=[C:11]([C:34]([F:37])([F:36])[F:35])[CH:10]=1.Br[C:39]1[CH:44]=[CH:43][C:42]([O:45][CH3:46])=[CH:41][CH:40]=1.[F-].C([N+](CCCC)(CCCC)CCCC)CCC, predict the reaction product. The product is: [CH3:46][O:45][C:42]1[CH:43]=[CH:44][C:39]([C:29]#[C:28][C:26]2[N:27]=[C:23]([CH:20]3[CH2:21][CH2:22][N:17]([C:15](=[O:16])[CH2:14][N:13]4[C:9]([CH3:8])=[CH:10][C:11]([C:34]([F:36])([F:35])[F:37])=[N:12]4)[CH2:18][CH2:19]3)[S:24][CH:25]=2)=[CH:40][CH:41]=1. (3) Given the reactants C([Li])CCC.CCCCCC.[C:12](#[N:14])[CH3:13].C[O:16][C:17]([C:19]1[CH:24]=[CH:23][C:22]([C@@H:25]2[O:30][CH2:29][CH2:28][N:27]([C:31]([O:33][C:34]([CH3:37])([CH3:36])[CH3:35])=[O:32])[CH2:26]2)=[CH:21][CH:20]=1)=O, predict the reaction product. The product is: [C:12]([CH2:13][C:17]([C:19]1[CH:20]=[CH:21][C:22]([C@@H:25]2[O:30][CH2:29][CH2:28][N:27]([C:31]([O:33][C:34]([CH3:37])([CH3:36])[CH3:35])=[O:32])[CH2:26]2)=[CH:23][CH:24]=1)=[O:16])#[N:14]. (4) Given the reactants [C:1]([NH2:7])(=[O:6])[C:2]([CH3:5])([CH3:4])[CH3:3].C([O-])([O-])=O.[Cs+].[Cs+].CC1(C)C2C(=C(P(C3C=CC=CC=3)C3C=CC=CC=3)C=CC=2)OC2C(P(C3C=CC=CC=3)C3C=CC=CC=3)=CC=CC1=2.[NH2:56][C:57]1[N:58]([CH3:75])[C:59](=[O:74])[C:60]2([N:73]=1)[C:69]1[C:64](=[CH:65][CH:66]=[C:67](Br)[CH:68]=1)[CH2:63][C:62]([CH3:72])([CH3:71])[CH2:61]2, predict the reaction product. The product is: [NH2:56][C:57]1[N:58]([CH3:75])[C:59](=[O:74])[C:60]2([N:73]=1)[C:69]1[C:64](=[CH:65][CH:66]=[C:67]([NH:7][C:1](=[O:6])[C:2]([CH3:5])([CH3:4])[CH3:3])[CH:68]=1)[CH2:63][C:62]([CH3:71])([CH3:72])[CH2:61]2. (5) Given the reactants [CH3:1][C:2]1[CH:3]=[C:4]([CH:8]=[CH:9][C:10]=1[N:11]1[CH2:16][CH2:15][O:14][CH2:13][C:12]1=[O:17])[C:5]([OH:7])=O.[Cl:18][C:19]1[CH:35]=[CH:34][C:22]2[NH:23][C:24]([CH:26]([NH2:33])[C:27]3[CH:28]=[N:29][CH:30]=[CH:31][CH:32]=3)=[N:25][C:21]=2[CH:20]=1.CN(C(ON1N=NC2C=CC=CC1=2)=[N+](C)C)C.[B-](F)(F)(F)F.CCN(C(C)C)C(C)C, predict the reaction product. The product is: [Cl:18][C:19]1[CH:35]=[CH:34][C:22]2[NH:23][C:24]([CH:26]([NH:33][C:5](=[O:7])[C:4]3[CH:8]=[CH:9][C:10]([N:11]4[CH2:16][CH2:15][O:14][CH2:13][C:12]4=[O:17])=[C:2]([CH3:1])[CH:3]=3)[C:27]3[CH:28]=[N:29][CH:30]=[CH:31][CH:32]=3)=[N:25][C:21]=2[CH:20]=1. (6) Given the reactants [CH3:1][C@@H:2]1[O:7][C@@H:6]([O:8][C@@H:9]2[C:14]3=[C:15]([OH:32])[C:16]4[C:28](=[O:29])[C:27]5[C:22](=[CH:23][CH:24]=[CH:25][C:26]=5[O:30][CH3:31])[C:20](=[O:21])[C:17]=4[C:18]([OH:19])=[C:13]3[CH2:12][C@@:11]([OH:37])([C:33]([CH2:35][OH:36])=[O:34])[CH2:10]2)[CH2:5][C@H:4]([NH2:38])[C@@H:3]1[OH:39].Cl.CC(C)([O-])C.[K+].[C:47]1([CH3:57])[CH:52]=[CH:51][C:50]([S:53]([OH:56])(=[O:55])=[O:54])=[CH:49][CH:48]=1, predict the reaction product. The product is: [CH3:1][C@@H:2]1[O:7][C@@H:6]([O:8][C@@H:9]2[C:14]3=[C:15]([OH:32])[C:16]4[C:28](=[O:29])[C:27]5[C:22](=[CH:23][CH:24]=[CH:25][C:26]=5[O:30][CH3:31])[C:20](=[O:21])[C:17]=4[C:18]([OH:19])=[C:13]3[CH2:12][C@@:11]([OH:37])([C:33]([CH2:35][OH:36])=[O:34])[CH2:10]2)[CH2:5][C@H:4]([NH2:38])[C@@H:3]1[OH:39].[S:53]([C:50]1[CH:51]=[CH:52][C:47]([CH3:57])=[CH:48][CH:49]=1)([O-:56])(=[O:55])=[O:54]. (7) Given the reactants [F:1][C:2]1[CH:10]=[C:9]([NH:11][CH:12]2[CH2:17][CH2:16][NH:15][CH2:14][CH2:13]2)[CH:8]=[CH:7][C:3]=1[C:4]([NH2:6])=[O:5].[C:18](O[BH-](OC(=O)C)OC(=O)C)(=O)C.[Na+].C(O)(=O)C.CN1CCC(=O)CC1.[OH-].[Na+], predict the reaction product. The product is: [F:1][C:2]1[CH:10]=[C:9]([NH:11][CH:12]2[CH2:17][CH2:16][N:15]([CH3:18])[CH2:14][CH2:13]2)[CH:8]=[CH:7][C:3]=1[C:4]([NH2:6])=[O:5]. (8) Given the reactants C([O:3][C:4](=O)[NH:5][CH2:6][CH2:7][C:8]1[CH:13]=[CH:12][CH:11]=[C:10]([O:14][CH3:15])[CH:9]=1)C.O=P12OP3(OP(OP(O3)(O1)=O)(=O)O2)=O, predict the reaction product. The product is: [CH3:15][O:14][C:10]1[CH:9]=[C:8]2[C:13](=[CH:12][CH:11]=1)[C:4](=[O:3])[NH:5][CH2:6][CH2:7]2. (9) Given the reactants [F:1][C:2]([F:16])([F:15])[CH:3]1[CH2:8][CH2:7][C:6](=[CH:9][C:10]([O:12][CH2:13][CH3:14])=[O:11])[CH2:5][CH2:4]1.[H][H], predict the reaction product. The product is: [F:1][C:2]([F:15])([F:16])[CH:3]1[CH2:4][CH2:5][CH:6]([CH2:9][C:10]([O:12][CH2:13][CH3:14])=[O:11])[CH2:7][CH2:8]1. (10) The product is: [CH3:1][O:2][C:3]1[CH:14]=[C:11]2[CH:12]=[CH:13][NH:9][C:10]2=[CH:6][N:4]=1. Given the reactants [CH3:1][O:2][CH:3](OC)[N:4]([CH3:6])C.[NH:9]1[CH2:13][CH2:12][CH2:11][CH2:10]1.[C:14]1(NS(Cl)(=O)=O)C=CC=CC=1, predict the reaction product.